Dataset: Reaction yield outcomes from USPTO patents with 853,638 reactions. Task: Predict the reaction yield, written as a fraction of the theoretical maximum amount of product (1.0 means a 100% yield; for example, 0.34 means a 34% yield). (1) The reactants are [CH2:1]=[C:2]1[C@H:19]2[C@@:14]([CH3:21])([CH2:15][CH2:16][C:17](=[O:20])[CH2:18]2)[C@H:13]2[C@@H:4]([C@@H:5]3[C@:9]([CH2:11][CH2:12]2)([CH3:10])[C:8](=[O:22])[CH2:7][CH2:6]3)[CH2:3]1.CCC(C)[BH-](C(C)CC)C(C)CC.[K+].[OH-].[Na+].OO. The yield is 0.820. The catalyst is C1COCC1. The product is [OH:20][C@H:17]1[CH2:16][CH2:15][C@:14]2([CH3:21])[C@H:19]([C:2](=[CH2:1])[CH2:3][C@H:4]3[C@H:13]2[CH2:12][CH2:11][C@:9]2([CH3:10])[C@@H:5]3[CH2:6][CH2:7][C:8]2=[O:22])[CH2:18]1. (2) The reactants are [CH2:1]([C:3]1[C:11]2[CH:10]=[CH:9][S:8][C:7]=2[C:6]([CH3:12])=[CH:5][C:4]=1[O:13][C:14](=[CH:17]NC1C=CC=CC=1)[C:15]#[N:16])[CH3:2].Cl.[NH2:26][C:27]([NH2:29])=[NH:28].C[O-].[Na+]. The catalyst is C(O)C.O. The product is [CH2:1]([C:3]1[C:11]2[CH:10]=[CH:9][S:8][C:7]=2[C:6]([CH3:12])=[CH:5][C:4]=1[O:13][C:14]1[C:15]([NH2:16])=[N:28][C:27]([NH2:29])=[N:26][CH:17]=1)[CH3:2]. The yield is 0.740. (3) The catalyst is CCO. The product is [CH3:13][NH:14][N:15]=[C:2]([C:8]([O:10][CH2:11][CH3:12])=[O:9])[C:3]([O:5][CH2:6][CH3:7])=[O:4]. The reactants are O=[C:2]([C:8]([O:10][CH2:11][CH3:12])=[O:9])[C:3]([O:5][CH2:6][CH3:7])=[O:4].[CH3:13][NH:14][NH2:15]. The yield is 0.740. (4) The reactants are Br[C:2]1[CH:11]=[CH:10][C:9]2[C:4](=[CH:5][CH:6]=[CH:7][CH:8]=2)[N:3]=1.N#N.[C:14]([C:16]1[CH:21]=[CH:20][C:19]([C:22]2[C:23]([C:27]3[CH:32]=[CH:31][N:30]=[CH:29][CH:28]=3)=[N:24][NH:25][CH:26]=2)=[CH:18][CH:17]=1)#[CH:15]. The catalyst is [Cu]I.Cl[Pd](Cl)([P](C1C=CC=CC=1)(C1C=CC=CC=1)C1C=CC=CC=1)[P](C1C=CC=CC=1)(C1C=CC=CC=1)C1C=CC=CC=1. The product is [N:30]1[CH:29]=[CH:28][C:27]([C:23]2[C:22]([C:19]3[CH:20]=[CH:21][C:16]([C:14]#[C:15][C:2]4[CH:11]=[CH:10][C:9]5[C:4](=[CH:5][CH:6]=[CH:7][CH:8]=5)[N:3]=4)=[CH:17][CH:18]=3)=[CH:26][NH:25][N:24]=2)=[CH:32][CH:31]=1. The yield is 0.523. (5) The reactants are [Br:1][C:2]1[CH:7]=[CH:6][CH:5]=[CH:4][C:3]=1[NH:8][C:9](=O)[CH3:10].FC(F)(F)S(OS(C(F)(F)F)(=O)=O)(=O)=O.C[Si]([N:31]=[N+:32]=[N-:33])(C)C. The catalyst is C(#N)C. The product is [Br:1][C:2]1[CH:7]=[CH:6][CH:5]=[CH:4][C:3]=1[N:8]1[C:9]([CH3:10])=[N:33][N:32]=[N:31]1. The yield is 0.440. (6) The reactants are Br[C:2]1[CH:7]=[CH:6][N:5]2[CH:8]=[C:9]([C:11]3[CH:16]=[CH:15][C:14]([CH3:17])=[CH:13][CH:12]=3)[N:10]=[C:4]2[CH:3]=1.Cl.[F:19][CH:20]1[CH2:25][CH2:24][NH:23][CH2:22][CH2:21]1. No catalyst specified. The product is [F:19][CH:20]1[CH2:25][CH2:24][N:23]([C:2]2[CH:7]=[CH:6][N:5]3[CH:8]=[C:9]([C:11]4[CH:16]=[CH:15][C:14]([CH3:17])=[CH:13][CH:12]=4)[N:10]=[C:4]3[CH:3]=2)[CH2:22][CH2:21]1. The yield is 0.0300. (7) The reactants are COC([CH:5]1[C:10](=[O:11])[CH2:9][CH2:8][N:7]([CH2:12][C:13]2[CH:18]=[CH:17][CH:16]=[CH:15][CH:14]=2)[C:6]1=[O:19])=O. The catalyst is CC#N.O. The product is [CH2:12]([N:7]1[CH2:8][CH2:9][C:10](=[O:11])[CH2:5][C:6]1=[O:19])[C:13]1[CH:14]=[CH:15][CH:16]=[CH:17][CH:18]=1. The yield is 0.980. (8) The reactants are FC(F)(F)COC(=O)OCC(F)(F)F.FC(F)(F)C[NH:18][C:19](=[O:38])[O:20][CH2:21][CH:22]1[CH:27]=[CH:26][CH2:25][CH:24]([CH2:28][O:29][C:30](=[O:37])[NH:31]CC(F)(F)F)[CH2:23]1. No catalyst specified. The product is [C:30](=[O:37])([O:29][CH2:28][CH:24]1[CH:25]=[CH:26][CH2:27][CH:22]([CH2:21][O:20][C:19](=[O:38])[NH2:18])[CH2:23]1)[NH2:31]. The yield is 0.932. (9) The reactants are CN(C)CCO.[Li]CCCC.[CH:12]1([C:15]2[CH:16]=[N:17][CH:18]=[CH:19][C:20]=2[O:21][CH2:22][CH:23]2[CH2:25][CH2:24]2)[CH2:14][CH2:13]1.[Br:26]C(Cl)(Cl)C(Cl)(Cl)Br. The catalyst is CCCCCC.C1(C)C=CC=CC=1. The product is [Br:26][C:18]1[CH:19]=[C:20]([O:21][CH2:22][CH:23]2[CH2:24][CH2:25]2)[C:15]([CH:12]2[CH2:14][CH2:13]2)=[CH:16][N:17]=1. The yield is 0.770. (10) The reactants are [CH3:1][N:2]1[CH2:7][CH2:6][C:5](COC(C2C3C(=CC=CC=3)C=CC=2)=O)([C:8]2[CH:13]=[CH:12][CH:11]=[CH:10][CH:9]=2)[CH2:4][CH2:3]1.[CH2:28]1[CH2:32]O[CH2:30][CH2:29]1.[OH-].[Na+].[O-]S([O-])(=O)=O.[Mg+2].[CH3:41][CH2:42][O:43][C:44]([CH3:46])=O. The catalyst is [CH3-].C[Al+]C.[CH-]1C=CC=C1.[CH-]1C=CC=C1.[Cl-].[Ti+3].CCOCC. The product is [CH3:1][N:2]1[CH2:7][CH2:6][C:5]([C:8]2[CH:9]=[CH:10][CH:11]=[CH:12][CH:13]=2)([CH:42]([O:43][CH:44]=[CH2:46])[C:41]2[C:7]3[C:32](=[CH:3][CH:4]=[CH:5][CH:6]=3)[CH:28]=[CH:29][CH:30]=2)[CH2:4][CH2:3]1. The yield is 0.800.